From a dataset of Catalyst prediction with 721,799 reactions and 888 catalyst types from USPTO. Predict which catalyst facilitates the given reaction. Product: [CH2:1]([N:3]1[C:11]2[C:6](=[CH:7][C:8]([CH3:12])=[CH:9][CH:10]=2)[C:5]([OH:13])([CH2:23][C:18]2[C:17]([O:16][CH3:15])=[CH:22][CH:21]=[CH:20][N:19]=2)[C:4]1=[O:14])[CH3:2]. Reactant: [CH2:1]([N:3]1[C:11]2[C:6](=[CH:7][C:8]([CH3:12])=[CH:9][CH:10]=2)[C:5](=[O:13])[C:4]1=[O:14])[CH3:2].[CH3:15][O:16][C:17]1[C:18]([CH3:23])=[N:19][CH:20]=[CH:21][CH:22]=1.FC(F)(F)C(O)=O. The catalyst class is: 12.